This data is from Full USPTO retrosynthesis dataset with 1.9M reactions from patents (1976-2016). The task is: Predict the reactants needed to synthesize the given product. (1) Given the product [CH2:35]([C:16]1[N:15]2[N:39]=[CH:40][CH:41]=[C:14]2[N:13]([C@H:10]2[CH2:9][CH2:8][C@H:7]([O:6][CH2:5][C:50]([OH:49])([CH3:51])[CH3:43])[CH2:12][CH2:11]2)[C:18](=[O:19])[C:17]=1[CH2:20][C:21]1[CH:26]=[CH:25][C:24]([C:27]2[CH:32]=[CH:31][CH:30]=[CH:29][C:28]=2[C:33]#[N:34])=[N:23][CH:22]=1)[CH2:36][CH2:37][CH3:38], predict the reactants needed to synthesize it. The reactants are: C(OC(=O)[CH2:5][O:6][C@H:7]1[CH2:12][CH2:11][C@H:10]([N:13]2[C:18](=[O:19])[C:17]([CH2:20][C:21]3[CH:22]=[N:23][C:24]([C:27]4[CH:32]=[CH:31][CH:30]=[CH:29][C:28]=4[C:33]#[N:34])=[CH:25][CH:26]=3)=[C:16]([CH2:35][CH2:36][CH2:37][CH3:38])[N:15]3[N:39]=[CH:40][CH:41]=[C:14]23)[CH2:9][CH2:8]1)C.[CH3:43][Mg]Br.C([O:49][CH2:50][CH3:51])(=O)C. (2) The reactants are: [Br:1][C:2]1[CH:10]=[CH:9][C:5]([C:6](O)=[O:7])=[CH:4][C:3]=1[Cl:11].[NH2:12][CH2:13][Si:14]([CH3:17])([CH3:16])[CH3:15].O. Given the product [Br:1][C:2]1[CH:10]=[CH:9][C:5]([C:6]([NH:12][CH2:13][Si:14]([CH3:17])([CH3:16])[CH3:15])=[O:7])=[CH:4][C:3]=1[Cl:11], predict the reactants needed to synthesize it. (3) Given the product [F:1][C:2]1[CH:9]=[C:6]([CH:5]=[C:4]([O:10][CH3:11])[C:3]=1[O:12][CH3:14])[CH:7]=[O:8], predict the reactants needed to synthesize it. The reactants are: [F:1][C:2]1[C:3]([OH:12])=[C:4]([O:10][CH3:11])[CH:5]=[C:6]([CH:9]=1)[CH:7]=[O:8].I[CH3:14]. (4) Given the product [F:22][C:19]1[CH:20]=[CH:21][C:16]([N:11]2[CH2:10][C@H:9]3[NH:8][C@H:13]([CH2:14][CH2:15]3)[CH2:12]2)=[CH:17][CH:18]=1, predict the reactants needed to synthesize it. The reactants are: C([N:8]1[CH:13]2[CH2:14][CH2:15][CH:9]1[CH2:10][N:11]([C:16]1[CH:21]=[CH:20][C:19]([F:22])=[CH:18][CH:17]=1)[CH2:12]2)C1C=CC=CC=1. (5) Given the product [NH2:21][C:2]1[CH:7]=[C:6]([Cl:8])[C:5]([C:9]([N:11]2[C:19]3[CH:18]=[CH:17][N:16]=[CH:15][C:14]=3[CH:13]=[CH:12]2)=[O:10])=[C:4]([Cl:20])[CH:3]=1, predict the reactants needed to synthesize it. The reactants are: Br[C:2]1[CH:7]=[C:6]([Cl:8])[C:5]([C:9]([N:11]2[C:19]3[CH:18]=[CH:17][N:16]=[CH:15][C:14]=3[CH:13]=[CH:12]2)=[O:10])=[C:4]([Cl:20])[CH:3]=1.[N-:21]=[N+]=[N-].[Na+].CNCCNC. (6) Given the product [O:41]1[CH2:42][CH2:43][N:38]([CH2:37][C:36]2[CH:35]=[CH:34][C:33]([C:2]3[C:10]4[C:5](=[CH:6][CH:7]=[C:8]([NH:11][C:12](=[O:24])[CH:13]([N:19]5[CH2:23][CH2:22][CH2:21][CH2:20]5)[C:14]5[CH:18]=[CH:17][S:16][CH:15]=5)[CH:9]=4)[NH:4][N:3]=3)=[CH:45][CH:44]=2)[CH2:39][CH2:40]1, predict the reactants needed to synthesize it. The reactants are: I[C:2]1[C:10]2[C:5](=[CH:6][CH:7]=[C:8]([NH:11][C:12](=[O:24])[CH:13]([N:19]3[CH2:23][CH2:22][CH2:21][CH2:20]3)[C:14]3[CH:18]=[CH:17][S:16][CH:15]=3)[CH:9]=2)[NH:4][N:3]=1.CC1(C)C(C)(C)OB([C:33]2[CH:45]=[CH:44][C:36]([CH2:37][N:38]3[CH2:43][CH2:42][O:41][CH2:40][CH2:39]3)=[CH:35][CH:34]=2)O1.C([O-])([O-])=O.[Na+].[Na+]. (7) Given the product [CH3:15][C:16]1[NH:17][C:18]2[C:23]([C:24]=1[CH:25]=[C:8]1[C:7]3[C:11](=[CH:12][CH:13]=[C:5]([S:2]([NH2:1])(=[O:4])=[O:3])[CH:6]=3)[NH:10][C:9]1=[O:14])=[CH:22][CH:21]=[CH:20][CH:19]=2, predict the reactants needed to synthesize it. The reactants are: [NH2:1][S:2]([C:5]1[CH:6]=[C:7]2[C:11](=[CH:12][CH:13]=1)[NH:10][C:9](=[O:14])[CH2:8]2)(=[O:4])=[O:3].[CH3:15][C:16]1[NH:17][C:18]2[C:23]([C:24]=1[CH:25]=O)=[CH:22][CH:21]=[CH:20][CH:19]=2. (8) Given the product [C:52]([OH:57])(=[O:56])[C:53]([OH:55])=[O:54].[CH:15]([C:18]1[CH:19]=[CH:20][C:21](/[CH:22]=[CH:23]/[C:24]2[N:7]([C:2]3[CH:3]=[CH:4][CH:5]=[CH:6][N:1]=3)[C:8]3[CH:13]=[CH:12][CH:11]=[CH:10][C:9]=3[N:14]=2)=[CH:27][CH:28]=1)([CH3:17])[CH3:16], predict the reactants needed to synthesize it. The reactants are: [N:1]1[CH:6]=[CH:5][CH:4]=[CH:3][C:2]=1[NH:7][C:8]1[CH:13]=[CH:12][CH:11]=[CH:10][C:9]=1[NH2:14].[CH:15]([C:18]1[CH:28]=[CH:27][C:21]([CH:22]=[CH:23][C:24](Cl)=O)=[CH:20][CH:19]=1)([CH3:17])[CH3:16].N1C=CC=CC=1N1C2C=CC=CC=2N=C1/C=C/C1C=CC=CC=1.[C:52]([OH:57])(=[O:56])[C:53]([OH:55])=[O:54].